From a dataset of Full USPTO retrosynthesis dataset with 1.9M reactions from patents (1976-2016). Predict the reactants needed to synthesize the given product. (1) Given the product [O:13]=[C:11]1[C:10]2[C:9]([C:14]([O:16][CH3:17])=[O:15])=[CH:8][CH:7]=[CH:6][C:5]=2[N:4]=[C:3]([CH2:2][N:36]2[CH2:41][CH2:40][CH2:39][CH2:38][CH2:37]2)[NH:12]1, predict the reactants needed to synthesize it. The reactants are: O[CH2:2][C:3]1[NH:12][C:11](=[O:13])[C:10]2[C:9]([C:14]([O:16][CH3:17])=[O:15])=[CH:8][CH:7]=[CH:6][C:5]=2[N:4]=1.CCN(CC)CC.C1(C)C=CC(S(Cl)(=O)=O)=CC=1.[NH:36]1[CH2:41][CH2:40][CH2:39][CH2:38][CH2:37]1. (2) Given the product [C:5]1([C:3]2[N:4]=[C:13]([C:12]([Cl:23])([Cl:22])[Cl:11])[O:1][N:2]=2)[CH:10]=[CH:9][CH:8]=[CH:7][CH:6]=1, predict the reactants needed to synthesize it. The reactants are: [OH:1][N:2]=[C:3]([C:5]1[CH:10]=[CH:9][CH:8]=[CH:7][CH:6]=1)[NH2:4].[Cl:11][C:12]([Cl:23])([Cl:22])[C:13](O[C:13](=O)[C:12]([Cl:23])([Cl:22])[Cl:11])=O.O. (3) The reactants are: Br[C:2]1[CH:7]=[CH:6][CH:5]=[CH:4][C:3]=1[N:8]1[C:12]([C:13]2[S:14][C:15]([C:18]3[CH:23]=[CH:22][CH:21]=[C:20]([S:24]([CH3:27])(=[O:26])=[O:25])[CH:19]=3)=[CH:16][CH:17]=2)=[CH:11][C:10]([C:28]([F:31])([F:30])[F:29])=[N:9]1.[N:32]1[CH:37]=[CH:36][CH:35]=[C:34](B(O)O)[CH:33]=1.C([O-])([O-])=O.[K+].[K+].O1CCOCC1. Given the product [CH3:27][S:24]([C:20]1[CH:19]=[C:18]([C:15]2[S:14][C:13]([C:12]3[N:8]([C:3]4[CH:4]=[CH:5][CH:6]=[CH:7][C:2]=4[C:34]4[CH:33]=[N:32][CH:37]=[CH:36][CH:35]=4)[N:9]=[C:10]([C:28]([F:31])([F:30])[F:29])[CH:11]=3)=[CH:17][CH:16]=2)[CH:23]=[CH:22][CH:21]=1)(=[O:26])=[O:25], predict the reactants needed to synthesize it. (4) Given the product [NH:1]1[C:13]2[C:8](=[CH:9][CH:10]=[CH:11][CH:12]=2)[CH:7]=[CH:6]1, predict the reactants needed to synthesize it. The reactants are: [N:1]1([CH:6]=[CH:7][C:8]2[CH:13]=[CH:12][CH:11]=[CH:10][CH:9]=2)CCCC1.O.NN. (5) Given the product [CH3:17][NH:18][C:10]([C:9]([NH:8][C:6](=[O:7])[O:5][C:1]([CH3:4])([CH3:3])[CH3:2])([CH2:15][CH3:16])[CH2:13][CH3:14])=[O:11], predict the reactants needed to synthesize it. The reactants are: [C:1]([O:5][C:6]([NH:8][C:9]([CH2:15][CH3:16])([CH2:13][CH3:14])[C:10](O)=[O:11])=[O:7])([CH3:4])([CH3:3])[CH3:2].[CH3:17][N:18](C(ON1N=NC2C=CC=CC1=2)=[N+](C)C)C.F[P-](F)(F)(F)(F)F.C(N(CC)CC)C.Cl.CN. (6) Given the product [ClH:42].[Cl:42][C:39]1[CH:40]=[CH:41][C:36]([C@@H:32]([C@@H:28]2[CH2:29][CH2:30][CH2:31][NH:27]2)[C:33]([N:16]2[CH2:15][CH2:14][N:13]([C:12]3[C:7]4[C@H:6]([CH3:19])[CH2:5][C@@H:4]([F:3])[C:8]=4[N:9]=[CH:10][N:11]=3)[CH2:18][CH2:17]2)=[O:34])=[CH:37][CH:38]=1, predict the reactants needed to synthesize it. The reactants are: Cl.Cl.[F:3][C@H:4]1[C:8]2[N:9]=[CH:10][N:11]=[C:12]([N:13]3[CH2:18][CH2:17][NH:16][CH2:15][CH2:14]3)[C:7]=2[C@H:6]([CH3:19])[CH2:5]1.C(OC([N:27]1[CH2:31][CH2:30][CH2:29][C@H:28]1[C@H:32]([C:36]1[CH:41]=[CH:40][C:39]([Cl:42])=[CH:38][CH:37]=1)[C:33](O)=[O:34])=O)(C)(C)C.C(N(C(C)C)CC)(C)C.CN(C(ON1N=NC2C=CC=CC1=2)=[N+](C)C)C.F[P-](F)(F)(F)(F)F. (7) Given the product [CH3:1][O:2][C:3](=[O:23])[C:4]1[CH:5]=[CH:6][C:7]([CH2:10][O:11][C:12]2[CH:22]=[CH:21][C:20]3[CH2:19][CH2:18][N:17]([CH:24]4[CH2:28][CH2:27][CH2:26][CH2:25]4)[CH2:16][CH2:15][C:14]=3[CH:13]=2)=[CH:8][CH:9]=1, predict the reactants needed to synthesize it. The reactants are: [CH3:1][O:2][C:3](=[O:23])[C:4]1[CH:9]=[CH:8][C:7]([CH2:10][O:11][C:12]2[CH:22]=[CH:21][C:15]3[CH2:16][NH:17][CH2:18][CH2:19][CH2:20][C:14]=3[CH:13]=2)=[CH:6][CH:5]=1.[C:24]1(=O)[CH2:28][CH2:27][CH2:26][CH2:25]1.C(O[BH-](OC(=O)C)OC(=O)C)(=O)C.[Na+].